From a dataset of Catalyst prediction with 721,799 reactions and 888 catalyst types from USPTO. Predict which catalyst facilitates the given reaction. (1) Reactant: OC(C(F)(F)F)=O.[NH2:8][CH2:9][CH2:10][C:11]1[CH:16]=[CH:15][C:14]([N:17]2[S:21](=[O:23])(=[O:22])[N:20]([CH2:24][CH2:25][Si:26]([CH3:29])([CH3:28])[CH3:27])[C:19](=[O:30])[CH2:18]2)=[C:13]([O:31][CH2:32][C:33]2[CH:38]=[CH:37][CH:36]=[CH:35][CH:34]=2)[CH:12]=1.C(N(CC)CC)C.[CH:46]1([N:52]=[C:53]=[O:54])[CH2:51][CH2:50][CH2:49][CH2:48][CH2:47]1. Product: [CH2:32]([O:31][C:13]1[CH:12]=[C:11]([CH2:10][CH2:9][NH:8][C:53]([NH:52][CH:46]2[CH2:51][CH2:50][CH2:49][CH2:48][CH2:47]2)=[O:54])[CH:16]=[CH:15][C:14]=1[N:17]1[CH2:18][C:19](=[O:30])[N:20]([CH2:24][CH2:25][Si:26]([CH3:27])([CH3:28])[CH3:29])[S:21]1(=[O:23])=[O:22])[C:33]1[CH:34]=[CH:35][CH:36]=[CH:37][CH:38]=1. The catalyst class is: 12. (2) Reactant: [CH3:1][CH:2]([CH2:4][CH2:5][CH2:6][CH:7]([CH2:9][CH2:10][CH2:11][CH:12]([CH2:14][CH2:15]O)[CH3:13])[CH3:8])[CH3:3].N1C=CN=C1.C1(P(C2C=CC=CC=2)C2C=CC=CC=2)C=CC=CC=1.[I:41]I. Product: [CH3:13][CH:12]([CH2:11][CH2:10][CH2:9][CH:7]([CH3:8])[CH2:6][CH2:5][CH2:4][CH:2]([CH3:3])[CH3:1])[CH2:14][CH2:15][I:41]. The catalyst class is: 345. (3) Reactant: [Cl:1][C:2]1[S:6][C:5]([C:7]2[O:8][C:9]3[C:10](=[C:12]([C:16]([OH:18])=O)[CH:13]=[CH:14][CH:15]=3)[N:11]=2)=[CH:4][CH:3]=1.Cl.C(N=C=NCCCN(C)C)C.ON1C2C=CC=CC=2N=N1.Cl.Cl.[NH2:43][C@H:44]1[CH:49]2[CH2:50][CH2:51][N:46]([CH2:47][CH2:48]2)[CH2:45]1.C(N(CC)CC)C. Product: [N:46]12[CH2:51][CH2:50][CH:49]([CH2:48][CH2:47]1)[C@H:44]([NH:43][C:16]([C:12]1[CH:13]=[CH:14][CH:15]=[C:9]3[O:8][C:7]([C:5]4[S:6][C:2]([Cl:1])=[CH:3][CH:4]=4)=[N:11][C:10]=13)=[O:18])[CH2:45]2. The catalyst class is: 174. (4) Reactant: C([NH:9][C:10]1[O:11][C@H:12]([C:36]([F:39])([F:38])[F:37])[CH2:13][C@@:14]([C:19]2[N:24]=[C:23]([NH:25][C:26](=[O:34])[C:27]3[CH:32]=[CH:31][C:30]([Cl:33])=[CH:29][N:28]=3)[CH:22]=[CH:21][C:20]=2[F:35])([CH:16]([F:18])[F:17])[N:15]=1)(=O)C1C=CC=CC=1.N12CCCN=C1CCCCC2. Product: [NH2:9][C:10]1[O:11][C@H:12]([C:36]([F:37])([F:39])[F:38])[CH2:13][C@@:14]([C:19]2[N:24]=[C:23]([NH:25][C:26](=[O:34])[C:27]3[CH:32]=[CH:31][C:30]([Cl:33])=[CH:29][N:28]=3)[CH:22]=[CH:21][C:20]=2[F:35])([CH:16]([F:17])[F:18])[N:15]=1. The catalyst class is: 5. (5) Reactant: I[C:2]1[CH:9]=[CH:8][C:5]([C:6]#[N:7])=[CH:4][CH:3]=1.C([Mg]Cl)(C)C.[CH:15]1[N:19]=[CH:18][N:17]2[CH2:20][CH2:21][C:22](=[O:23])[C:16]=12.Cl.ClCCl. Product: [OH:23][C:22]1([C:2]2[CH:9]=[CH:8][C:5]([C:6]#[N:7])=[CH:4][CH:3]=2)[C:16]2[N:17]([CH:18]=[N:19][CH:15]=2)[CH2:20][CH2:21]1. The catalyst class is: 7. (6) Reactant: [C:1]1([CH3:23])[CH:6]=[CH:5][CH:4]=[C:3]([S:7]([N:10]2[CH2:19][CH2:18][CH2:17][C:16]3[N:15]=[CH:14][C:13](C(O)=O)=[CH:12][C:11]2=3)(=[O:9])=[O:8])[CH:2]=1.C([N:26]([CH2:29]C)CC)C.C1(P(N=[N+]=[N-])(C2C=CC=CC=2)=[O:38])C=CC=CC=1.[C:48]([OH:52])([CH3:51])([CH3:50])[CH3:49]. Product: [C:1]1([CH3:23])[CH:6]=[CH:5][CH:4]=[C:3]([S:7]([N:10]2[CH2:19][CH2:18][CH2:17][C:16]3[N:15]=[CH:14][C:13]([NH:26][C:29](=[O:38])[O:52][C:48]([CH3:51])([CH3:50])[CH3:49])=[CH:12][C:11]2=3)(=[O:9])=[O:8])[CH:2]=1. The catalyst class is: 11. (7) Reactant: [NH:1]1[C:9]2[C:4](=[CH:5][CH:6]=[CH:7][CH:8]=2)[C:3]([CH2:10][CH2:11][NH2:12])=[CH:2]1.[C:13](O[C:13]([O:15][C:16]([CH3:19])([CH3:18])[CH3:17])=[O:14])([O:15][C:16]([CH3:19])([CH3:18])[CH3:17])=[O:14]. Product: [C:16]([O:15][C:13](=[O:14])[NH:12][CH2:11][CH2:10][C:3]1[C:4]2[C:9](=[CH:8][CH:7]=[CH:6][CH:5]=2)[NH:1][CH:2]=1)([CH3:19])([CH3:18])[CH3:17]. The catalyst class is: 1. (8) Reactant: [Si]([O:8][CH2:9][C:10]1([CH3:36])[S:16][CH2:15][CH2:14][N:13]2[C:17]([C:20]3([C:23]4[CH:28]=[CH:27][C:26]([C:29]5[CH:30]=[N:31][N:32]([CH3:34])[CH:33]=5)=[C:25]([F:35])[CH:24]=4)[CH2:22][CH2:21]3)=[N:18][N:19]=[C:12]2[CH2:11]1)(C(C)(C)C)(C)C.Cl. Product: [F:35][C:25]1[CH:24]=[C:23]([C:20]2([C:17]3[N:13]4[CH2:14][CH2:15][S:16][C:10]([CH2:9][OH:8])([CH3:36])[CH2:11][C:12]4=[N:19][N:18]=3)[CH2:21][CH2:22]2)[CH:28]=[CH:27][C:26]=1[C:29]1[CH:30]=[N:31][N:32]([CH3:34])[CH:33]=1. The catalyst class is: 5. (9) Reactant: [CH3:1][N:2]1[C:10]([CH3:11])=[C:9]2[C:4]([CH:5]=[CH:6][C:7]([N:12]3[CH:17]=[CH:16][C:15]([OH:18])=[CH:14][C:13]3=[O:19])=[CH:8]2)=[N:3]1.[F:20][C:21]([F:30])([F:29])[C:22]1[S:26][CH:25]=[C:24]([CH2:27]O)[CH:23]=1.C1(P(C2C=CC=CC=2)C2C=CC=CC=2)C=CC=CC=1.O. Product: [CH3:1][N:2]1[C:10]([CH3:11])=[C:9]2[C:4]([CH:5]=[CH:6][C:7]([N:12]3[CH:17]=[CH:16][C:15]([O:18][CH2:27][C:24]4[CH:23]=[C:22]([C:21]([F:30])([F:29])[F:20])[S:26][CH:25]=4)=[CH:14][C:13]3=[O:19])=[CH:8]2)=[N:3]1. The catalyst class is: 7.